Dataset: Experimentally validated miRNA-target interactions with 360,000+ pairs, plus equal number of negative samples. Task: Binary Classification. Given a miRNA mature sequence and a target amino acid sequence, predict their likelihood of interaction. (1) The miRNA is rno-miR-181d-3p with sequence CCACCGGGGGAUGAAUGUCA. The protein sequence of the target gene is MAAATVGRDTLPEHWSYGVCRDGRVFFINDQLRCTTWLHPRTGEPVNSGHMIRSDLPRGWEEGFTEEGASYFIDHNQQTTAFRHPVTGQFSPENSEFILQEEPNPHMSKQDRNQRPSSMVSETSTAGTASTLEAKPGPKIIKSSSKVHSFGKRDQAIRRNPNVPVVVRGWLHKQDSSGMRLWKRRWFVLADYCLFYYKDSREEAVLGSIPLPSYVISPVAPEDRISRKYSFKAVHTGMRALIYNSSTAGSQAEQSGMRTYYFSADTQEDMNAWVRAMNQAAQVLSRSSLKRDMEKVERQA.... Result: 0 (no interaction). (2) The miRNA is hsa-miR-7977 with sequence UUCCCAGCCAACGCACCA. The protein sequence of the target gene is MMRRTLENRNAQTKQLQTAVSNVEKHFGELCQIFAAYVRKTARLRDKADLLVNEINAYAATETPHLKLGLMNFADEFAKLQDYRQAEVERLEAKVVEPLKTYGTIVKMKRDDLKATLTARNREAKQLTQLERTRQRNPSDRHVISQAETELQRAAMDASRTSRHLEETINNFERQKMKDIKTIFSEFITIEMLFHGKALEVYTAAYQNIQNIDEDEDLEVFRNSLYAPDYSSRLDIVRANSKSPLQRSLSAKCVSGTGQVSTCRLRKDQQAEDDEDDELDVTEEENFLK. Result: 0 (no interaction).